The task is: Regression. Given a peptide amino acid sequence and an MHC pseudo amino acid sequence, predict their binding affinity value. This is MHC class I binding data.. This data is from Peptide-MHC class I binding affinity with 185,985 pairs from IEDB/IMGT. (1) The peptide sequence is QYIHCFRKPH. The MHC is HLA-A03:01 with pseudo-sequence HLA-A03:01. The binding affinity (normalized) is 0. (2) The peptide sequence is NQINVELSL. The MHC is Mamu-A07 with pseudo-sequence Mamu-A07. The binding affinity (normalized) is 0.380.